This data is from Catalyst prediction with 721,799 reactions and 888 catalyst types from USPTO. The task is: Predict which catalyst facilitates the given reaction. (1) Reactant: [CH:1]1([CH2:5][C:6]([C:17]2[CH:22]=[CH:21][C:20]([S:23][CH3:24])=[CH:19][CH:18]=2)([C:8]2[NH:16][C:11]3=[N:12][CH:13]=[CH:14][CH:15]=[C:10]3[CH:9]=2)[OH:7])[CH2:4][CH2:3][CH2:2]1.I([O-])(=O)(=O)=[O:26].[Na+]. Product: [CH:1]1([CH2:5][C:6]([C:17]2[CH:18]=[CH:19][C:20]([S:23]([CH3:24])=[O:26])=[CH:21][CH:22]=2)([C:8]2[NH:16][C:11]3=[N:12][CH:13]=[CH:14][CH:15]=[C:10]3[CH:9]=2)[OH:7])[CH2:4][CH2:3][CH2:2]1. The catalyst class is: 24. (2) Reactant: [NH:1]1[CH2:7][CH2:6][CH2:5][C:4](=[O:8])[C:3]2[CH:9]=[CH:10][CH:11]=[CH:12][C:2]1=2.N1C=CC=CC=1.[C:19]1([CH3:29])[CH:24]=[CH:23][C:22]([S:25](Cl)(=[O:27])=[O:26])=[CH:21][CH:20]=1. Product: [S:25]([N:1]1[CH2:7][CH2:6][CH2:5][C:4](=[O:8])[C:3]2[CH:9]=[CH:10][CH:11]=[CH:12][C:2]1=2)([C:22]1[CH:23]=[CH:24][C:19]([CH3:29])=[CH:20][CH:21]=1)(=[O:27])=[O:26]. The catalyst class is: 6. (3) Reactant: [C:1]([C:5]1[CH:10]=[CH:9][C:8]([S:11]([N:14]2[C:20]3[CH:21]=[C:22]([C:25]#[N:26])[CH:23]=[CH:24][C:19]=3[NH:18][C:17]3[N:27]=[C:28]([C:31]([F:34])([F:33])[F:32])[CH:29]=[CH:30][C:16]=3[CH2:15]2)(=[O:13])=[O:12])=[CH:7][CH:6]=1)([CH3:4])([CH3:3])[CH3:2].[NH2:35][OH:36].C(=O)([O-])[O-].[K+].[K+]. Product: [C:1]([C:5]1[CH:6]=[CH:7][C:8]([S:11]([N:14]2[C:20]3[CH:21]=[C:22]([C:25](=[N:35][OH:36])[NH2:26])[CH:23]=[CH:24][C:19]=3[NH:18][C:17]3[N:27]=[C:28]([C:31]([F:33])([F:34])[F:32])[CH:29]=[CH:30][C:16]=3[CH2:15]2)(=[O:12])=[O:13])=[CH:9][CH:10]=1)([CH3:4])([CH3:2])[CH3:3]. The catalyst class is: 8. (4) Reactant: Br[CH2:2][CH:3]([C:5]1[CH:10]=[CH:9][C:8]([C:11]2[N:15]=[C:14]([C:16]3[C:20]([CH2:21][CH2:22][CH3:23])=[C:19]([C:24]4[CH:29]=[CH:28][CH:27]=[CH:26][CH:25]=4)[O:18][N:17]=3)[O:13][N:12]=2)=[CH:7][CH:6]=1)[OH:4].[NH:30]1[CH2:35][CH2:34][CH2:33][CH:32]([C:36]([OH:38])=[O:37])[CH2:31]1.C1CCN2C(=NCCC2)CC1. Product: [OH:4][CH:3]([C:5]1[CH:10]=[CH:9][C:8]([C:11]2[N:15]=[C:14]([C:16]3[C:20]([CH2:21][CH2:22][CH3:23])=[C:19]([C:24]4[CH:29]=[CH:28][CH:27]=[CH:26][CH:25]=4)[O:18][N:17]=3)[O:13][N:12]=2)=[CH:7][CH:6]=1)[CH2:2][N:30]1[CH2:35][CH2:34][CH2:33][CH:32]([C:36]([OH:38])=[O:37])[CH2:31]1. The catalyst class is: 16.